Dataset: Full USPTO retrosynthesis dataset with 1.9M reactions from patents (1976-2016). Task: Predict the reactants needed to synthesize the given product. (1) Given the product [Si:1]([O:18][CH2:19][C@@H:20]1[CH2:25][CH2:24][C@@H:23]2[C@@H:22]([CH2:33]2)[N:21]1[C:26]([O:28][C:29]([CH3:32])([CH3:31])[CH3:30])=[O:27])([C:14]([CH3:16])([CH3:17])[CH3:15])([C:8]1[CH:13]=[CH:12][CH:11]=[CH:10][CH:9]=1)[C:2]1[CH:7]=[CH:6][CH:5]=[CH:4][CH:3]=1, predict the reactants needed to synthesize it. The reactants are: [Si:1]([O:18][CH2:19][C@@H:20]1[CH2:25][CH2:24][CH:23]=[CH:22][N:21]1[C:26]([O:28][C:29]([CH3:32])([CH3:31])[CH3:30])=[O:27])([C:14]([CH3:17])([CH3:16])[CH3:15])([C:8]1[CH:13]=[CH:12][CH:11]=[CH:10][CH:9]=1)[C:2]1[CH:7]=[CH:6][CH:5]=[CH:4][CH:3]=1.[CH2:33]([Zn]CC)C.ICI.C(=O)(O)[O-].[Na+]. (2) The reactants are: [ClH:1].Cl.[CH3:3][C:4]1[CH:9]=[C:8]([CH3:10])[CH:7]=[C:6]([CH3:11])[C:5]=1[NH:12][CH:13]([NH:15][C:16]1[C:21]([CH3:22])=[CH:20][C:19]([CH3:23])=[CH:18][C:17]=1[CH3:24])C.[CH2:25](OC(OCC)OCC)[CH3:26].C(O)(=O)C. Given the product [Cl-:1].[CH3:3][C:4]1[CH:9]=[C:8]([CH3:10])[CH:7]=[C:6]([CH3:11])[C:5]=1[NH+:12]1[CH2:26][CH2:25][N:15]([C:16]2[C:21]([CH3:22])=[CH:20][C:19]([CH3:23])=[CH:18][C:17]=2[CH3:24])[CH2:13]1, predict the reactants needed to synthesize it.